The task is: Predict the product of the given reaction.. This data is from Forward reaction prediction with 1.9M reactions from USPTO patents (1976-2016). (1) Given the reactants Br[C:2]1[C:10]2[C:9]([NH2:11])=[N:8][CH:7]=[N:6][C:5]=2[N:4]([CH:12]([CH3:14])[CH3:13])[CH:3]=1.[F:15][C:16]1[CH:21]=[CH:20][C:19]([F:22])=[CH:18][C:17]=1[CH2:23][C:24]([N:26]1[C:34]2[C:29](=[CH:30][C:31](B3OC(C)(C)C(C)(C)O3)=[CH:32][CH:33]=2)[CH2:28][CH2:27]1)=[O:25].C([O-])(O)=O.[Na+], predict the reaction product. The product is: [F:15][C:16]1[CH:21]=[CH:20][C:19]([F:22])=[CH:18][C:17]=1[CH2:23][C:24]([N:26]1[C:34]2[C:29](=[CH:30][C:31]([C:2]3[C:10]4[C:9]([NH2:11])=[N:8][CH:7]=[N:6][C:5]=4[N:4]([CH:12]([CH3:14])[CH3:13])[CH:3]=3)=[CH:32][CH:33]=2)[CH2:28][CH2:27]1)=[O:25]. (2) Given the reactants [CH:1]([C:5]1[CH:10]=[CH:9][C:8]([N:11]2[C:16](=[O:17])[C:15]3[CH:18]=[N:19][CH:20]=[CH:21][C:14]=3[N:13]=[C:12]2[C:22]2[CH:27]=[C:26]([CH3:28])[C:25]([O:29]C(=O)C)=[C:24]([CH3:33])[CH:23]=2)=[CH:7][CH:6]=1)([CH2:3][CH3:4])[CH3:2].C(=O)([O-])[O-].[K+].[K+], predict the reaction product. The product is: [CH:1]([C:5]1[CH:10]=[CH:9][C:8]([N:11]2[C:16](=[O:17])[C:15]3[CH:18]=[N:19][CH:20]=[CH:21][C:14]=3[N:13]=[C:12]2[C:22]2[CH:27]=[C:26]([CH3:28])[C:25]([OH:29])=[C:24]([CH3:33])[CH:23]=2)=[CH:7][CH:6]=1)([CH2:3][CH3:4])[CH3:2].